Task: Predict the reaction yield, written as a fraction of the theoretical maximum amount of product (1.0 means a 100% yield; for example, 0.34 means a 34% yield).. Dataset: Reaction yield outcomes from USPTO patents with 853,638 reactions The reactants are C([O:3][C:4]([C:6]1[C:11]([S:12][CH2:13][CH3:14])=[CH:10][C:9]([O:15][CH2:16][C:17]2[CH:22]=[CH:21][C:20]([O:23][CH3:24])=[CH:19][CH:18]=2)=[CH:8][N:7]=1)=[O:5])C.[OH-].[Na+].Cl. The catalyst is O.C1COCC1. The product is [CH2:13]([S:12][C:11]1[C:6]([C:4]([OH:5])=[O:3])=[N:7][CH:8]=[C:9]([O:15][CH2:16][C:17]2[CH:22]=[CH:21][C:20]([O:23][CH3:24])=[CH:19][CH:18]=2)[CH:10]=1)[CH3:14]. The yield is 0.830.